From a dataset of Full USPTO retrosynthesis dataset with 1.9M reactions from patents (1976-2016). Predict the reactants needed to synthesize the given product. (1) Given the product [C:1]([O:5][C:6](=[O:46])[CH2:7][N:8]([CH2:9][CH2:10][N:11]1[CH2:12][CH2:13][NH:14][CH2:15][CH2:16][N:17]([CH2:20][C:21]([O:23][C:24]([CH3:27])([CH3:26])[CH3:25])=[O:22])[CH2:18][CH2:19]1)[CH2:38][C:39]([O:40][C:41]([CH3:42])([CH3:43])[CH3:44])=[O:45])([CH3:2])([CH3:3])[CH3:4], predict the reactants needed to synthesize it. The reactants are: [C:1]([O:5][C:6](=[O:46])[CH2:7][N:8]([CH2:38][C:39](=[O:45])[O:40][C:41]([CH3:44])([CH3:43])[CH3:42])[CH2:9][CH2:10][N:11]1[CH2:19][CH2:18][N:17]([CH2:20][C:21]([O:23][C:24]([CH3:27])([CH3:26])[CH3:25])=[O:22])[CH2:16][CH2:15][N:14](C(OCC2C=CC=CC=2)=O)[CH2:13][CH2:12]1)([CH3:4])([CH3:3])[CH3:2].OCC1(OC[C@@H](O)[C@@H](O)[C@H]1O)O. (2) Given the product [CH:1]1([NH:7][C:8]2[N:16]=[C:15]([NH:17][C:18]3[CH:23]=[CH:22][C:21]([N:24]4[CH2:25][CH2:26][N:27]([C:40]([N:52]5[CH2:57][CH2:56][O:55][CH2:54][CH2:53]5)=[O:41])[CH2:28][CH2:29]4)=[CH:20][C:19]=3[O:30][CH3:31])[N:14]=[C:13]3[C:9]=2[N:10]=[CH:11][NH:12]3)[CH2:2][CH2:3][CH2:4][CH2:5][CH2:6]1, predict the reactants needed to synthesize it. The reactants are: [CH:1]1([NH:7][C:8]2[N:16]=[C:15]([NH:17][C:18]3[CH:23]=[CH:22][C:21]([N:24]4[CH2:29][CH2:28][NH:27][CH2:26][CH2:25]4)=[CH:20][C:19]=3[O:30][CH3:31])[N:14]=[C:13]3[C:9]=2[N:10]=[CH:11][NH:12]3)[CH2:6][CH2:5][CH2:4][CH2:3][CH2:2]1.C(N(CC)CC)C.Cl[C:40](OC1C=CC([N+]([O-])=O)=CC=1)=[O:41].[NH:52]1[CH2:57][CH2:56][O:55][CH2:54][CH2:53]1. (3) Given the product [CH2:23]([NH:20][C@H:17]1[C@H:15]2[C@H:14]([CH2:13][N:12]([S:9]([C:5]3[CH:6]=[CH:7][CH:8]=[C:3]([C:2]([F:1])([F:21])[F:22])[CH:4]=3)(=[O:10])=[O:11])[CH2:16]2)[CH2:19][CH2:18]1)[C:24]([CH3:27])([CH3:26])[CH3:25], predict the reactants needed to synthesize it. The reactants are: [F:1][C:2]([F:22])([F:21])[C:3]1[CH:4]=[C:5]([S:9]([N:12]2[CH2:16][C@H:15]3[C@H:17]([NH2:20])[CH2:18][CH2:19][C@H:14]3[CH2:13]2)(=[O:11])=[O:10])[CH:6]=[CH:7][CH:8]=1.[CH:23](=O)[C:24]([CH3:27])([CH3:26])[CH3:25].C(O)(=O)C.C([BH3-])#N.